From a dataset of Reaction yield outcomes from USPTO patents with 853,638 reactions. Predict the reaction yield, written as a fraction of the theoretical maximum amount of product (1.0 means a 100% yield; for example, 0.34 means a 34% yield). (1) The reactants are O[C:2]([C:5]1[CH:10]=[C:9]([O:11][CH3:12])[C:8]([N:13]2[CH2:18][CH2:17][NH:16][CH2:15][CH2:14]2)=[CH:7][C:6]=1[OH:19])([CH3:4])[CH3:3].FC(F)(F)C(O)=O.C([SiH](CC)CC)C. The catalyst is ClCCl. The product is [CH:2]([C:5]1[CH:10]=[C:9]([O:11][CH3:12])[C:8]([N:13]2[CH2:14][CH2:15][NH:16][CH2:17][CH2:18]2)=[CH:7][C:6]=1[OH:19])([CH3:4])[CH3:3]. The yield is 0.990. (2) The reactants are [CH3:1][O:2][C:3]1[C:8]([N+:9]([O-:11])=[O:10])=[CH:7][C:6]([CH2:12]Br)=[CH:5][C:4]=1[F:14].[P:15](OCC)([O:20][CH2:21][CH3:22])([O:17][CH2:18][CH3:19])=[O:16]. No catalyst specified. The product is [F:14][C:4]1[CH:5]=[C:6]([CH:7]=[C:8]([N+:9]([O-:11])=[O:10])[C:3]=1[O:2][CH3:1])[CH2:12][P:15](=[O:16])([O:20][CH2:21][CH3:22])[O:17][CH2:18][CH3:19]. The yield is 0.840. (3) The reactants are [CH3:1][Mg]Br.[CH2:4]([O:11][C:12]([NH:14][C@H:15]1[CH2:20][CH2:19][N:18]([C:21]2[S:25][C:24]([C:26]([O:28][CH3:29])=[O:27])=[C:23]([CH:30]=[O:31])[CH:22]=2)[CH2:17][C@H:16]1[O:32][CH3:33])=[O:13])[C:5]1[CH:10]=[CH:9][CH:8]=[CH:7][CH:6]=1.[Cl-].[NH4+]. The catalyst is C1COCC1. The product is [CH2:4]([O:11][C:12]([NH:14][C@H:15]1[CH2:20][CH2:19][N:18]([C:21]2[S:25][C:24]([C:26]([O:28][CH3:29])=[O:27])=[C:23]([CH:30]([OH:31])[CH3:1])[CH:22]=2)[CH2:17][C@H:16]1[O:32][CH3:33])=[O:13])[C:5]1[CH:10]=[CH:9][CH:8]=[CH:7][CH:6]=1. The yield is 0.650. (4) The reactants are [C:1]([O:5][C:6]([NH:8][C@@H:9]([CH:54]([C:62]1[CH:67]=[CH:66][C:65]([F:68])=[CH:64][CH:63]=1)[C:55]1[CH:60]=[CH:59][C:58]([F:61])=[CH:57][CH:56]=1)[C:10]([NH:12][C:13]1[CH:52]=[CH:51][CH:50]=[C:49]([F:53])[C:14]=1[CH2:15][CH2:16][C@H:17]1[CH2:24][N:23]([C:25]([O:27][C:28]([CH3:31])([CH3:30])[CH3:29])=[O:26])[CH2:22][C:19]2([CH2:21][CH2:20]2)[N:18]1C(OCC1C2C=CC=CC=2C2C1=CC=CC=2)=O)=[O:11])=[O:7])([CH3:4])([CH3:3])[CH3:2].N1CCCCC1. The catalyst is C(Cl)Cl. The product is [C:1]([O:5][C:6]([NH:8][C@@H:9]([CH:54]([C:55]1[CH:56]=[CH:57][C:58]([F:61])=[CH:59][CH:60]=1)[C:62]1[CH:67]=[CH:66][C:65]([F:68])=[CH:64][CH:63]=1)[C:10]([NH:12][C:13]1[CH:52]=[CH:51][CH:50]=[C:49]([F:53])[C:14]=1[CH2:15][CH2:16][C@H:17]1[CH2:24][N:23]([C:25]([O:27][C:28]([CH3:29])([CH3:31])[CH3:30])=[O:26])[CH2:22][C:19]2([CH2:20][CH2:21]2)[NH:18]1)=[O:11])=[O:7])([CH3:2])([CH3:3])[CH3:4]. The yield is 0.980. (5) The reactants are [CH:1]1([NH:4][C:5]([C:7]2[CH:12]=[C:11]([CH2:13][OH:14])[CH:10]=[CH:9][N:8]=2)=[O:6])[CH2:3][CH2:2]1.C(N(CC)CC)C.[CH3:22][S:23](Cl)(=[O:25])=[O:24]. The catalyst is C1COCC1. The product is [CH3:22][S:23]([O:14][CH2:13][C:11]1[CH:10]=[CH:9][N:8]=[C:7]([C:5]([NH:4][CH:1]2[CH2:3][CH2:2]2)=[O:6])[CH:12]=1)(=[O:25])=[O:24]. The yield is 0.810. (6) The reactants are [Br:1][C:2]1[CH:3]=[C:4]([CH:7]=[C:8]([F:10])[CH:9]=1)[CH:5]=O.[C:11]([OH:17])(=[O:16])[CH2:12]C(O)=O.C([O-])(=O)C.[NH4+:22]. The catalyst is C(O)C. The product is [NH2:22][CH:5]([C:4]1[CH:7]=[C:8]([F:10])[CH:9]=[C:2]([Br:1])[CH:3]=1)[CH2:12][C:11]([OH:17])=[O:16]. The yield is 0.130. (7) The reactants are [C:1]([O:5][C:6]([N:8]1[CH2:17][CH2:16][C:15]2[C:10](=[CH:11][CH:12]=[C:13](OS(C(F)(F)F)(=O)=O)[CH:14]=2)[CH2:9]1)=[O:7])([CH3:4])([CH3:3])[CH3:2].[S:26]1[CH:30]=[CH:29][C:28](B(O)O)=[CH:27]1.C(=O)([O-])[O-].[Na+].[Na+].C(O)C. The catalyst is C1(C)C=CC=CC=1.C(=O)(O)[O-].[Na+].C1C=CC(C#N)=CC=1.C1C=CC(C#N)=CC=1.Cl[Pd]Cl.C1(P(C2C=CC=CC=2)CCCCP(C2C=CC=CC=2)C2C=CC=CC=2)C=CC=CC=1. The product is [C:1]([O:5][C:6]([N:8]1[CH2:17][CH2:16][C:15]2[C:10](=[CH:11][CH:12]=[C:13]([C:28]3[CH:29]=[CH:30][S:26][CH:27]=3)[CH:14]=2)[CH2:9]1)=[O:7])([CH3:2])([CH3:3])[CH3:4]. The yield is 1.00. (8) The yield is 0.330. The product is [Cl:1][C:2]1[N:7]=[N:6][C:5]([N:8]2[C:16]3[C:11](=[CH:12][C:13]([O:17][CH:18]([C:22]4[CH:23]=[CH:24][CH:25]=[CH:26][CH:27]=4)[CH:19]([NH:21][C:30](=[O:31])[C:29]([F:40])([F:39])[F:28])[CH3:20])=[CH:14][CH:15]=3)[CH:10]=[N:9]2)=[CH:4][CH:3]=1. The reactants are [Cl:1][C:2]1[N:7]=[N:6][C:5]([N:8]2[C:16]3[C:11](=[CH:12][C:13]([O:17][CH:18]([C:22]4[CH:27]=[CH:26][CH:25]=[CH:24][CH:23]=4)[CH:19]([NH2:21])[CH3:20])=[CH:14][CH:15]=3)[CH:10]=[N:9]2)=[CH:4][CH:3]=1.[F:28][C:29]([F:40])([F:39])[C:30](O[C:30](=[O:31])[C:29]([F:40])([F:39])[F:28])=[O:31].C(N(CC)CC)C. The catalyst is ClCCl. (9) The reactants are [CH:1]([C:4]1[CH:9]=[CH:8][C:7]([N:10]2[C:14](=[O:15])[CH2:13][N:12]([C:16]3[CH:17]=[C:18]([CH:23]=[CH:24][CH:25]=3)[C:19]([O:21]C)=[O:20])[C:11]2=[O:26])=[CH:6][CH:5]=1)([CH3:3])[CH3:2].[I-].[Li+]. The catalyst is N1C=CC=CC=1. The product is [CH:1]([C:4]1[CH:5]=[CH:6][C:7]([N:10]2[C:14](=[O:15])[CH2:13][N:12]([C:16]3[CH:17]=[C:18]([CH:23]=[CH:24][CH:25]=3)[C:19]([OH:21])=[O:20])[C:11]2=[O:26])=[CH:8][CH:9]=1)([CH3:3])[CH3:2]. The yield is 0.730. (10) The yield is 0.760. The catalyst is C(O)C. The product is [CH2:1]([O:5][C:6]1[CH:10]=[C:9]([CH:11]=[CH:12][C:13]([OH:15])=[O:14])[N:8]([CH2:18][C:19]2[CH:24]=[CH:23][C:22]([Cl:25])=[CH:21][C:20]=2[Cl:26])[N:7]=1)[CH2:2][CH2:3][CH3:4]. The reactants are [CH2:1]([O:5][C:6]1[CH:10]=[C:9]([CH:11]=[CH:12][C:13]([O:15]CC)=[O:14])[N:8]([CH2:18][C:19]2[CH:24]=[CH:23][C:22]([Cl:25])=[CH:21][C:20]=2[Cl:26])[N:7]=1)[CH2:2][CH2:3][CH3:4].[OH-].[Na+].O1CCCC1.